From a dataset of Catalyst prediction with 721,799 reactions and 888 catalyst types from USPTO. Predict which catalyst facilitates the given reaction. Reactant: [C:1]1([C:7]2[CH:8]=[C:9]3[NH:14][CH2:13][CH2:12][CH2:11][N:10]3[C:15](=[O:17])[CH:16]=2)[CH:6]=[CH:5][CH:4]=[CH:3][CH:2]=1.CC(C)([O-])C.[Na+].C1C=CC(P(C2C(C3C(P(C4C=CC=CC=4)C4C=CC=CC=4)=CC=C4C=3C=CC=C4)=C3C(C=CC=C3)=CC=2)C2C=CC=CC=2)=CC=1.Cl[C:71]1[CH:76]=[CH:75][N:74]=[C:73]([S:77][CH3:78])[N:72]=1. Product: [CH3:78][S:77][C:73]1[N:74]=[C:75]([N:14]2[CH2:13][CH2:12][CH2:11][N:10]3[C:15](=[O:17])[CH:16]=[C:7]([C:1]4[CH:6]=[CH:5][CH:4]=[CH:3][CH:2]=4)[CH:8]=[C:9]23)[CH:76]=[CH:71][N:72]=1. The catalyst class is: 11.